Predict which catalyst facilitates the given reaction. From a dataset of Catalyst prediction with 721,799 reactions and 888 catalyst types from USPTO. (1) Reactant: [Br:1][C:2]1[C:3](=[O:29])[N:4]([C:19]2[CH:20]=[C:21]([CH:25]=[CH:26][C:27]=2[CH3:28])[C:22](O)=[O:23])[C:5]([CH3:18])=[CH:6][C:7]=1[O:8][CH2:9][C:10]1[CH:15]=[CH:14][C:13]([F:16])=[CH:12][C:11]=1[F:17].[CH2:30]([CH2:32][NH2:33])[OH:31].CCN=C=NCCCN(C)C.ON1C2C=CC=CC=2N=N1.C(N(CC)CC)C. Product: [Br:1][C:2]1[C:3](=[O:29])[N:4]([C:19]2[CH:20]=[C:21]([CH:25]=[CH:26][C:27]=2[CH3:28])[C:22]([NH:33][CH2:32][CH2:30][OH:31])=[O:23])[C:5]([CH3:18])=[CH:6][C:7]=1[O:8][CH2:9][C:10]1[CH:15]=[CH:14][C:13]([F:16])=[CH:12][C:11]=1[F:17]. The catalyst class is: 2. (2) Reactant: Cl.CN(C)CCCN=C=NCC.OC1C=CC=C[N+]=1[O-].[CH3:21][O:22][C:23]1[CH:24]=[C:25]2[C:30](=[CH:31][C:32]=1[O:33][CH3:34])[N:29]=[CH:28][N:27]=[C:26]2[O:35][C:36]1[CH:41]=[CH:40][C:39]([CH2:42][C:43](O)=[O:44])=[CH:38][CH:37]=1.[NH2:46][C:47]1[NH:51][N:50]=[C:49]([CH3:52])[CH:48]=1.C(N(C(C)C)CC)(C)C.CO[C@@H]1[C@@H](C(OC)=O)[C@@H]2[C@@H](CN3[C@H](C2)C2NC4C=C(OC)C=CC=4C=2CC3)C[C@H]1OC(C1C=C(OC)C(OC)=C(OC)C=1)=O. Product: [CH3:52][C:49]1[CH:48]=[C:47]([NH:46][C:43](=[O:44])[CH2:42][C:39]2[CH:38]=[CH:37][C:36]([O:35][C:26]3[C:25]4[C:30](=[CH:31][C:32]([O:33][CH3:34])=[C:23]([O:22][CH3:21])[CH:24]=4)[N:29]=[CH:28][N:27]=3)=[CH:41][CH:40]=2)[NH:51][N:50]=1. The catalyst class is: 44.